Dataset: Catalyst prediction with 721,799 reactions and 888 catalyst types from USPTO. Task: Predict which catalyst facilitates the given reaction. (1) Reactant: [C:1]([NH:8][CH2:9][CH2:10][OH:11])([O:3][C:4]([CH3:7])([CH3:6])[CH3:5])=[O:2].CC1(C)OC(=O)[CH:16]([C:20](=[O:23])[CH2:21][CH3:22])[C:15](=O)[O:14]1. Product: [C:4]([O:3][C:1]([NH:8][CH2:9][CH2:10][O:11][C:15](=[O:14])[CH2:16][C:20](=[O:23])[CH2:21][CH3:22])=[O:2])([CH3:5])([CH3:6])[CH3:7]. The catalyst class is: 11. (2) Reactant: Cl.[Cl:2][C:3]1[CH:16]=[CH:15][C:14]2[S:13][C:12]3[C:7](=[CH:8][CH:9]=[CH:10][CH:11]=3)[N:6]([CH2:17][CH2:18][CH2:19][NH2:20])[C:5]=2[CH:4]=1.C(N(CC)CC)C.[CH3:28][N:29]([CH3:33])[C:30](Cl)=[O:31].[Na+].[Cl-]. Product: [Cl:2][C:3]1[CH:16]=[CH:15][C:14]2[S:13][C:12]3[C:7](=[CH:8][CH:9]=[CH:10][CH:11]=3)[N:6]([CH2:17][CH2:18][CH2:19][NH:20][C:30](=[O:31])[N:29]([CH3:33])[CH3:28])[C:5]=2[CH:4]=1. The catalyst class is: 3. (3) Product: [O:1]=[C:2]1[C:10]2[C:6](=[C:7]([C:11]([O:13][CH2:14][CH3:15])=[O:12])[N:8]([CH2:44][CH2:43][CH2:42][NH:41][C:22]([C:35]3[CH:40]=[CH:39][CH:38]=[CH:37][CH:36]=3)([C:23]3[CH:24]=[CH:25][CH:26]=[CH:27][CH:28]=3)[C:29]3[CH:34]=[CH:33][CH:32]=[CH:31][CH:30]=3)[N:9]=2)[CH2:5][CH2:4][CH2:3]1. Reactant: [O:1]=[C:2]1[C:10]2[NH:9][N:8]=[C:7]([C:11]([O:13][CH2:14][CH3:15])=[O:12])[C:6]=2[CH2:5][CH2:4][CH2:3]1.CC(C)([O-])C.[K+].[C:22]([NH:41][CH2:42][CH2:43][CH2:44]Br)([C:35]1[CH:40]=[CH:39][CH:38]=[CH:37][CH:36]=1)([C:29]1[CH:34]=[CH:33][CH:32]=[CH:31][CH:30]=1)[C:23]1[CH:28]=[CH:27][CH:26]=[CH:25][CH:24]=1. The catalyst class is: 118.